From a dataset of Catalyst prediction with 721,799 reactions and 888 catalyst types from USPTO. Predict which catalyst facilitates the given reaction. (1) Reactant: [C:1](/[CH:4]=[CH:5]/[C:6]1[C:7]([C:20]2[CH:25]=[CH:24][CH:23]=[C:22]([Cl:26])[CH:21]=2)=[C:8]2[C:13](=[C:14]([O:16][CH3:17])[CH:15]=1)[N:12]=[C:11]([NH:18][CH3:19])[N:10]=[CH:9]2)([OH:3])=[O:2].IC.[C:29](=O)([O-])[O-].[K+].[K+].O. Product: [Cl:26][C:22]1[CH:21]=[C:20]([C:7]2[C:6](/[CH:5]=[CH:4]/[C:1]([O:3][CH3:29])=[O:2])=[CH:15][C:14]([O:16][CH3:17])=[C:13]3[C:8]=2[CH:9]=[N:10][C:11]([NH:18][CH3:19])=[N:12]3)[CH:25]=[CH:24][CH:23]=1. The catalyst class is: 3. (2) Reactant: [Br:1][C:2]1[C:3]([F:11])=[C:4]([CH:8]=[CH:9][CH:10]=1)[C:5]([OH:7])=[O:6].[CH2:12](OC(OCC)OCC)C.C1(C)C=CC(S(O)(=O)=O)=CC=1. Product: [Br:1][C:2]1[C:3]([F:11])=[C:4]([CH:8]=[CH:9][CH:10]=1)[C:5]([O:7][CH3:12])=[O:6]. The catalyst class is: 5. (3) Reactant: O[CH:2]([CH2:18][N:19]1[C:28]2[C:23](=[CH:24][CH:25]=[C:26]([O:29]C)[N:27]=2)[CH2:22][CH2:21][C:20]1=[O:31])[CH2:3][N:4]1[CH2:9][CH2:8][CH:7]([NH:10][C:11](=[O:17])[O:12][C:13]([CH3:16])([CH3:15])[CH3:14])[CH2:6][CH2:5]1.C(N(CC)CC)C.CS(OS(C)(=O)=O)(=O)=O.[I-].[Na+]. Product: [O:29]=[C:26]1[CH:25]=[CH:24][C:23]2[CH2:22][CH2:21][C:20](=[O:31])[N:19]3[CH2:18][CH:2]([CH2:3][N:4]4[CH2:5][CH2:6][CH:7]([NH:10][C:11](=[O:17])[O:12][C:13]([CH3:14])([CH3:16])[CH3:15])[CH2:8][CH2:9]4)[N:27]1[C:28]=23. The catalyst class is: 22. (4) Reactant: [NH2:1][CH:2]1[CH2:7][CH2:6][CH2:5][CH:4]([NH:8][C:9]2[CH:16]=[CH:15][C:12]([C:13]#[N:14])=[C:11]([C:17]([F:20])([F:19])[F:18])[CH:10]=2)[CH2:3]1.CN([CH:24]=[N:25][N:26]=[CH:27]N(C)C)C.CC1C=CC(S([O-])(=O)=O)=CC=1.C1C=C[NH+]=CC=1. Product: [N:25]1[N:26]=[CH:27][N:1]([CH:2]2[CH2:7][CH2:6][CH2:5][CH:4]([NH:8][C:9]3[CH:16]=[CH:15][C:12]([C:13]#[N:14])=[C:11]([C:17]([F:18])([F:19])[F:20])[CH:10]=3)[CH2:3]2)[CH:24]=1. The catalyst class is: 11. (5) Reactant: C([O:3][CH:4](OCC)[C:5]1[CH:10]=[CH:9][C:8]([C:11]([C:22]2[CH:27]=[CH:26][C:25]([O:28]COC)=[CH:24][CH:23]=2)(O)[CH:12]([C:15]2[CH:20]=[CH:19][CH:18]=[CH:17][CH:16]=2)[CH2:13][CH3:14])=[CH:7][CH:6]=1)C.Cl. Product: [OH:28][C:25]1[CH:26]=[CH:27][C:22](/[C:11](/[C:8]2[CH:7]=[CH:6][C:5]([CH:4]=[O:3])=[CH:10][CH:9]=2)=[C:12](\[C:15]2[CH:20]=[CH:19][CH:18]=[CH:17][CH:16]=2)/[CH2:13][CH3:14])=[CH:23][CH:24]=1. The catalyst class is: 14. (6) Reactant: Cl[C:2]1[C:3]2[C:10](=[CH:11][C:12]3[NH:13][CH:14]=[N:15][C:16]=3[CH3:17])[C:9](=[O:18])[NH:8][C:4]=2[N:5]=[CH:6][N:7]=1.[NH:19]1[CH2:24][CH2:23][O:22][CH2:21][CH2:20]1. Product: [CH3:17][C:16]1[N:15]=[CH:14][NH:13][C:12]=1[CH:11]=[C:10]1[C:3]2[C:2]([N:19]3[CH2:24][CH2:23][O:22][CH2:21][CH2:20]3)=[N:7][CH:6]=[N:5][C:4]=2[NH:8][C:9]1=[O:18]. The catalyst class is: 8.